From a dataset of Full USPTO retrosynthesis dataset with 1.9M reactions from patents (1976-2016). Predict the reactants needed to synthesize the given product. (1) The reactants are: [Br:1][C:2]1[CH:10]=[CH:9][C:5]([C:6]([OH:8])=O)=[CH:4][CH:3]=1.[NH2:11][C:12]1[CH:17]=[C:16]([C:18]([F:21])([F:20])[F:19])[CH:15]=[CH:14][N:13]=1.O=P(Cl)(Cl)Cl.O. Given the product [Br:1][C:2]1[CH:3]=[CH:4][C:5]([C:6]([NH:11][C:12]2[CH:17]=[C:16]([C:18]([F:20])([F:19])[F:21])[CH:15]=[CH:14][N:13]=2)=[O:8])=[CH:9][CH:10]=1, predict the reactants needed to synthesize it. (2) Given the product [CH3:2][NH:3][C:33]([C@H:30]1[CH2:31][CH2:32][C@H:28]([NH:27][C:26]([NH:25][C:23]2[N:24]=[C:19]3[CH:18]=[CH:17][N:16]([CH2:15][O:14][CH2:13][CH2:12][Si:11]([CH3:38])([CH3:10])[CH3:37])[C:20]3=[N:21][CH:22]=2)=[O:36])[CH2:29]1)=[O:35], predict the reactants needed to synthesize it. The reactants are: C[CH2:2][N:3](C(C)C)C(C)C.[CH3:10][Si:11]([CH3:38])([CH3:37])[CH2:12][CH2:13][O:14][CH2:15][N:16]1[C:20]2=[N:21][CH:22]=[C:23]([NH:25][C:26](=[O:36])[NH:27][C@H:28]3[CH2:32][CH2:31][C@H:30]([C:33]([OH:35])=O)[CH2:29]3)[N:24]=[C:19]2[CH:18]=[CH:17]1.Cl.CN.CCN=C=NCCCN(C)C. (3) Given the product [F:11][C:12]1[CH:13]=[C:14]([CH2:22][CH2:23][CH:24]2[NH:9][CH2:8][CH2:7][N:5]3[C:4]([CH3:10])=[N:3][C:2]([I:1])=[C:6]23)[CH:15]=[CH:16][C:17]=1[C:18]([F:19])([F:20])[F:21], predict the reactants needed to synthesize it. The reactants are: [I:1][C:2]1[N:3]=[C:4]([CH3:10])[N:5]([CH2:7][CH2:8][NH2:9])[CH:6]=1.[F:11][C:12]1[CH:13]=[C:14]([CH2:22][CH2:23][CH:24]=O)[CH:15]=[CH:16][C:17]=1[C:18]([F:21])([F:20])[F:19]. (4) Given the product [CH3:1][O:2][C:3]1[CH:4]=[C:5]([C:11]2[N:12]=[C:13]([NH:23][CH:24]3[CH2:26][CH2:25]3)[S:14][C:15]=2[C:16]2[CH:21]=[CH:20][N:19]=[C:18]([NH:47][C:30]3[CH:31]=[CH:32][C:33]([O:34][CH:35]4[CH2:40][CH2:39][N:38]([CH2:41][CH2:42][S:43]([CH3:46])(=[O:44])=[O:45])[CH2:37][CH2:36]4)=[C:28]([F:27])[CH:29]=3)[N:17]=2)[CH:6]=[C:7]([O:9][CH3:10])[CH:8]=1, predict the reactants needed to synthesize it. The reactants are: [CH3:1][O:2][C:3]1[CH:4]=[C:5]([C:11]2[N:12]=[C:13]([NH:23][CH:24]3[CH2:26][CH2:25]3)[S:14][C:15]=2[C:16]2[CH:21]=[CH:20][N:19]=[C:18](Cl)[N:17]=2)[CH:6]=[C:7]([O:9][CH3:10])[CH:8]=1.[F:27][C:28]1[CH:29]=[C:30]([NH2:47])[CH:31]=[CH:32][C:33]=1[O:34][CH:35]1[CH2:40][CH2:39][N:38]([CH2:41][CH2:42][S:43]([CH3:46])(=[O:45])=[O:44])[CH2:37][CH2:36]1. (5) The reactants are: C1N2CN3CN(C2)CN1C3.[CH:11]([C:13]1[CH:20]=[CH:19][C:16]([CH2:17]Cl)=[CH:15][CH:14]=1)=[CH2:12].C(O)(=[O:23])C.Cl. Given the product [CH:11]([C:13]1[CH:20]=[CH:19][C:16]([CH:17]=[O:23])=[CH:15][CH:14]=1)=[CH2:12], predict the reactants needed to synthesize it. (6) Given the product [CH3:35][O:34][C:29]1[CH:30]=[CH:31][CH:32]=[CH:33][C:28]=1[C:26]([N:21]1[CH2:22][CH:23]2[CH:19]([CH2:25][N:24]2[C:9]2[CH:18]=[N:17][C:16]3[C:11](=[CH:12][CH:13]=[CH:14][CH:15]=3)[N:10]=2)[CH2:20]1)=[O:27], predict the reactants needed to synthesize it. The reactants are: C12N([C:9]3[CH:18]=[N:17][C:16]4[C:11](=[CH:12][CH:13]=[CH:14][CH:15]=4)[N:10]=3)CC1CCNC2.[CH:19]12[CH2:25][NH:24][CH:23]1[CH2:22][N:21]([C:26]([C:28]1[CH:33]=[CH:32][CH:31]=[CH:30][C:29]=1[O:34][CH3:35])=[O:27])[CH2:20]2.ClC1C=NC2C(=CC=CC=2)N=1. (7) Given the product [F:1][C:2]1[CH:7]=[CH:6][CH:5]=[C:4]([F:8])[C:3]=1[C:9]1[O:10][C:11]([NH:16][C:17]2[CH:18]=[CH:19][C:20]([C:23]([N:25]3[CH2:26][CH2:27][O:28][CH2:29][CH2:30]3)=[O:24])=[CH:21][CH:22]=2)=[C:12]([C:14]([NH2:15])=[O:32])[N:13]=1, predict the reactants needed to synthesize it. The reactants are: [F:1][C:2]1[CH:7]=[CH:6][CH:5]=[C:4]([F:8])[C:3]=1[C:9]1[O:10][C:11]([NH:16][C:17]2[CH:22]=[CH:21][C:20]([C:23]([N:25]3[CH2:30][CH2:29][O:28][CH2:27][CH2:26]3)=[O:24])=[CH:19][CH:18]=2)=[C:12]([C:14]#[N:15])[N:13]=1.C(=O)(O)[O-:32].[Na+].[OH-].[Na+].